From a dataset of Reaction yield outcomes from USPTO patents with 853,638 reactions. Predict the reaction yield, written as a fraction of the theoretical maximum amount of product (1.0 means a 100% yield; for example, 0.34 means a 34% yield). (1) The reactants are [N+:1]([C:4]1[CH:12]=[C:11]2[C:7]([CH2:8][CH2:9][NH:10]2)=[CH:6][CH:5]=1)([O-:3])=[O:2].CCN(CC)CC.[C:20](Cl)(=[O:22])[CH3:21]. The catalyst is C1COCC1. The product is [C:20]([N:10]1[C:11]2[C:7](=[CH:6][CH:5]=[C:4]([N+:1]([O-:3])=[O:2])[CH:12]=2)[CH2:8][CH2:9]1)(=[O:22])[CH3:21]. The yield is 1.00. (2) The product is [C:10]([O:9][C:8]([NH:7][C:4]1[CH:3]=[CH:2][N:1]2[N:15]=[CH:37][C:36]([C:35]([O:39][CH2:40][CH3:41])=[O:38])=[C:6]2[CH:5]=1)=[O:14])([CH3:11])([CH3:13])[CH3:12]. The reactants are [N:1]1[CH:6]=[CH:5][C:4]([NH:7][C:8](=[O:14])[O:9][C:10]([CH3:13])([CH3:12])[CH3:11])=[CH:3][CH:2]=1.[N+:15](C1C=C([N+]([O-])=O)C=CC=1ON)([O-])=O.C([O-])([O-])=O.[K+].[K+].[C:35]([O:39][CH2:40][CH3:41])(=[O:38])[C:36]#[CH:37]. The catalyst is C1COCC1.O. The yield is 0.450.